From a dataset of Forward reaction prediction with 1.9M reactions from USPTO patents (1976-2016). Predict the product of the given reaction. Given the reactants [OH:1][CH2:2][CH2:3][CH2:4][O:5][C:6]1[CH:15]=[CH:14][C:9]([C:10]([O:12]C)=[O:11])=[CH:8][C:7]=1[CH3:16].[OH-].[Na+], predict the reaction product. The product is: [OH:1][CH2:2][CH2:3][CH2:4][O:5][C:6]1[CH:15]=[CH:14][C:9]([C:10]([OH:12])=[O:11])=[CH:8][C:7]=1[CH3:16].